This data is from Forward reaction prediction with 1.9M reactions from USPTO patents (1976-2016). The task is: Predict the product of the given reaction. Given the reactants [OH:1][CH2:2][CH2:3][NH:4][CH2:5][CH2:6][NH:7][CH2:8][CH2:9][OH:10].[O:11](C(OC(C)(C)C)=O)[C:12]([O:14][C:15]([CH3:18])([CH3:17])[CH3:16])=O, predict the reaction product. The product is: [C:12]([N:4]([CH2:3][CH2:2][OH:1])[CH2:5][CH2:6][N:7]([C:12]([O:14][C:15]([CH3:18])([CH3:17])[CH3:16])=[O:11])[CH2:8][CH2:9][OH:10])([O:14][C:15]([CH3:18])([CH3:17])[CH3:16])=[O:11].